From a dataset of NCI-60 drug combinations with 297,098 pairs across 59 cell lines. Regression. Given two drug SMILES strings and cell line genomic features, predict the synergy score measuring deviation from expected non-interaction effect. Drug 1: CN1CCC(CC1)COC2=C(C=C3C(=C2)N=CN=C3NC4=C(C=C(C=C4)Br)F)OC. Drug 2: C1=NC2=C(N=C(N=C2N1C3C(C(C(O3)CO)O)O)F)N. Cell line: NCI-H322M. Synergy scores: CSS=32.4, Synergy_ZIP=0.324, Synergy_Bliss=0.359, Synergy_Loewe=-24.9, Synergy_HSA=-1.16.